From a dataset of Experimentally validated miRNA-target interactions with 360,000+ pairs, plus equal number of negative samples. Binary Classification. Given a miRNA mature sequence and a target amino acid sequence, predict their likelihood of interaction. (1) The miRNA is hsa-miR-195-5p with sequence UAGCAGCACAGAAAUAUUGGC. The protein sequence of the target gene is MTSLMPGAGLLPIPTPNPLTTLGVSLSSLGAIPAAALDPNIATLGEIPQPPLMGNVDPSKIDEIRRTVYVGNLNSQTTTADQLLEFFKQVGEVKFVRMAGDETQPTRFAFVEFADQNSVPRALAFNGVMFGDRPLKINHSNNAIVKPPEMTPQAAAKELEEVMKRVREAQSFISAAIEPESGKSNERKGGRSRSHTRSKSRSSSKSHSRRKRSQSKHRSRSHNRSRSRQKDRRRSKSPHKKRSKSRERRKSRSRSHSRDKRKDTREKIKEKERVKEKDREKEREREKEREKEKERGKNKD.... Result: 1 (interaction). (2) The miRNA is hsa-miR-6889-3p with sequence UCUGUGCCCCUACUUCCCAG. The protein sequence of the target gene is MYLVAGDRGLAGCGHLLVSLLGLLLLLARSGTRALVCLPCDESKCEEPRNCPGSIVQGVCGCCYTCASQRNESCGGTFGIYGTCDRGLRCVIRPPLNGDSLTEYEAGVCEDENWTDDQLLGFKPCNENLIAGCNIINGKCECNTIRTCSNPFEFPSQDMCLSALKRIEEEKPDCSKARCEVQFSPRCPEDSVLIEGYAPPGECCPLPSRCVCNPAGCLRKVCQPGNLNILVSKASGKPGECCDLYECKPVFGVDCRTVECPPVQQTACPPDSYETQVRLTADGCCTLPTRCECLSGLCGF.... Result: 0 (no interaction). (3) The miRNA is mmu-let-7b-5p with sequence UGAGGUAGUAGGUUGUGUGGUU. The protein sequence of the target gene is MSSSHSRCGQSAAVASPGGSIDSRDAEMPATEKDLAEDAPWKKIQQNTFTRWCNEHLKCVSKRIANLQTDLSDGLRLIALLEVLSQKKMHRKHNQRPTFRQMQLENVSVALEFLDRESIKLVSIDSKAIVDGNLKLILGLIWTLILHYSISMPMWDEEEDEEAKKQTPKQRLLGWIQNKLPQLPITNFSRDWQSGRALGALVDSCAPGLCPDWDSWDASKPVNNAREAMQQADDWLGIPQVITPEEIVDPNVDEHSVMTYLSQFPKAKLKPGAPLRPKLNPKKARAYGPGIEPTGNMVKK.... Result: 1 (interaction). (4) The miRNA is hsa-miR-4786-5p with sequence UGAGACCAGGACUGGAUGCACC. The protein sequence of the target gene is MQAPRAALVFALVIALVPVGRGNYEELENSGDTTVESERPNKVTIPSTFAAVTIKETLNANINSTNFAPDENQLEFILMVLIPLILLVLLLLSVVFLATYYKRKRTKQEPSSQGSQSALQTYELGSENVKVPIFEEDTPSVMEIEMEELDKWMNSMNRNADFECLPTLKEEKESNHNPSDSES. Result: 1 (interaction). (5) The miRNA is hsa-miR-93-3p with sequence ACUGCUGAGCUAGCACUUCCCG. The protein sequence of the target gene is MEQPKGVDWTVIILTCQYKDSVQVFQRELEVRQKREQIPAGTLLLAVEDPEKRVGSGGATLNALLVAAEHLSARAGFTVVTSDVLHSAWILILHMGRDFPFDDCGRAFTCLPVENPEAPVEALVCNLDCLLDIMTYRLGPGSPPGVWVCSTDMLLSVPANPGISWDSFRGARVIALPGSPAYAQNHGVYLTDPQGLVLDIYYQGTEAEIQRCVRPDGRVPLVSGVVFFSVETAERLLATHVSPPLDACTYLGLDSGARPVQLSLFFDILHCMAENVTREDFLVGRPPELGQGDADVAGYL.... Result: 1 (interaction). (6) The miRNA is mmu-miR-1843a-3p with sequence UCUGAUCGUUCACCUCCAUACA. The protein sequence of the target gene is MRNMIPQDNENPPQQGEANQNDSVAFEDVAVNFTPDEWALLDPSQKNLYREVMQETLRNLASIEVLWKRDSLKVKVISMEKF. Result: 0 (no interaction). (7) The miRNA is mmu-miR-208a-5p with sequence GAGCUUUUGGCCCGGGUUAUAC. The protein sequence of the target gene is MVSWMISRAVVLVFGMLYPAYYSYKAVKTKNVKEYVRWMMYWIVFALYTVIETVADQTLAWFPLYYELKIAFVIWLLSPYTRGASLIYRKFLHPLLSSKEREIDDYIVQAKERGYETMVNFGRQGLNLAAAAAVTAAVKSQGAITERLRSFSMHDLTAIQGDEPVGHRPYQTLPEAKRKGKQATESPAYGIPLKDGSEQTDEEAEGPFSDDEMVTHKALRRSQSMKSVKTIKGRKEVRYGSLKYKVKKRPQVYF. Result: 1 (interaction).